Predict the product of the given reaction. From a dataset of Forward reaction prediction with 1.9M reactions from USPTO patents (1976-2016). (1) Given the reactants [NH2:1][C:2]1[CH:11]=[CH:10][CH:9]=[C:4]([C:5]([O:7][CH3:8])=[O:6])[C:3]=1[OH:12].[CH3:13][O:14][C:15]1[CH:23]=[CH:22][C:18]([C:19](Cl)=O)=[CH:17][CH:16]=1, predict the reaction product. The product is: [CH3:13][O:14][C:15]1[CH:23]=[CH:22][C:18]([C:19]2[O:12][C:3]3[C:4]([C:5]([O:7][CH3:8])=[O:6])=[CH:9][CH:10]=[CH:11][C:2]=3[N:1]=2)=[CH:17][CH:16]=1. (2) Given the reactants Br[C:2]1[CH:3]=[C:4]([C:8]2[CH:9]=[N:10][CH:11]=[CH:12][CH:13]=2)[CH:5]=[N:6][CH:7]=1.[B:14]1([B:14]2[O:18][C:17]([CH3:20])([CH3:19])[C:16]([CH3:22])([CH3:21])[O:15]2)[O:18][C:17]([CH3:20])([CH3:19])[C:16]([CH3:22])([CH3:21])[O:15]1.C([O-])(=O)C.[K+], predict the reaction product. The product is: [CH3:21][C:16]1([CH3:22])[C:17]([CH3:20])([CH3:19])[O:18][B:14]([C:2]2[CH:3]=[C:4]([C:8]3[CH:9]=[N:10][CH:11]=[CH:12][CH:13]=3)[CH:5]=[N:6][CH:7]=2)[O:15]1. (3) The product is: [Br:2][C:3]1[CH:11]=[C:10]2[C:6]([C:7](=[O:31])[NH:51][N:52]=[C:9]2[CH2:41][C:38]2[CH:39]=[CH:40][C:33]([F:32])=[C:34]([CH:37]=2)[C:35]#[N:36])=[CH:5][CH:4]=1. Given the reactants [Br-].[Br:2][C:3]1[CH:11]=[C:10]2[C:6]([C:7](=[O:31])O[CH:9]2[P+](C2C=CC=CC=2)(C2C=CC=CC=2)C2C=CC=CC=2)=[CH:5][CH:4]=1.[F:32][C:33]1[CH:40]=[CH:39][C:38]([CH:41]=O)=[CH:37][C:34]=1[C:35]#[N:36].C(N(CC)CC)C.O.[NH2:51][NH2:52], predict the reaction product. (4) Given the reactants FC(F)(F)C(O)=O.[CH2:8]([O:12][C:13]1[N:21]=[C:20]2[C:16]([N:17]=[C:18]([O:22][CH3:23])[NH:19]2)=[C:15]([NH2:24])[N:14]=1)[CH2:9][CH2:10][CH3:11].C(=O)([O-])[O-].[K+].[K+].[Br:31][CH2:32][CH2:33][CH2:34]Br, predict the reaction product. The product is: [Br:31][CH2:32][CH2:33][CH2:34][N:19]1[C:18]([O:22][CH3:23])=[N:17][C:16]2[C:20]1=[N:21][C:13]([O:12][CH2:8][CH2:9][CH2:10][CH3:11])=[N:14][C:15]=2[NH2:24]. (5) The product is: [CH2:22]([O:12][C:11](=[O:13])[C:10](=[O:14])[CH2:9][C:8]([C:4]1[CH:5]=[CH:6][CH:7]=[C:2]([F:1])[CH:3]=1)([CH3:16])[CH3:15])[CH3:23]. Given the reactants [F:1][C:2]1[CH:3]=[C:4]([C:8]([CH3:16])([CH3:15])[CH2:9][C:10](=[O:14])[C:11]([OH:13])=[O:12])[CH:5]=[CH:6][CH:7]=1.S(=O)(=O)(O)O.[CH2:22](O)[CH3:23], predict the reaction product. (6) Given the reactants [CH2:1]([O:3][C:4](=[O:34])[CH2:5][O:6][C:7]1[CH:12]=[CH:11][C:10]([S:13][C:14]2[CH:19]=[CH:18][C:17]([CH2:20][O:21][C:22]3[CH:27]=[CH:26][C:25]([C:28]([F:31])([F:30])[F:29])=[CH:24][CH:23]=3)=[CH:16][C:15]=2[Cl:32])=[CH:9][C:8]=1[CH3:33])[CH3:2].[CH2:35](OC(=O)COC1C=C(C)C(SC2C=CC(CO)=CC=2Cl)=CC=1C)C, predict the reaction product. The product is: [CH2:1]([O:3][C:4](=[O:34])[CH2:5][O:6][C:7]1[CH:12]=[C:11]([CH3:35])[C:10]([S:13][C:14]2[CH:19]=[CH:18][C:17]([CH2:20][O:21][C:22]3[CH:27]=[CH:26][C:25]([C:28]([F:29])([F:30])[F:31])=[CH:24][CH:23]=3)=[CH:16][C:15]=2[Cl:32])=[CH:9][C:8]=1[CH3:33])[CH3:2]. (7) Given the reactants [CH3:1][C:2]([N:11]1[CH2:16][CH2:15][CH:14]([NH:17][CH2:18][C:19]2[CH:24]=[CH:23][C:22]([C:25]3[CH:30]=[CH:29][C:28]([C:31]([F:34])([F:33])[F:32])=[CH:27][CH:26]=3)=[CH:21][CH:20]=2)[CH2:13][CH2:12]1)([CH3:10])[C:3]([O:5][C:6]([CH3:9])([CH3:8])[CH3:7])=[O:4].[F:35][C:36]1[C:41]([F:42])=[CH:40][CH:39]=[CH:38][C:37]=1[CH2:43][CH2:44][C:45]1[N:50]([CH2:51][C:52](O)=[O:53])[C:49]2[N:55]=[CH:56][CH:57]=[CH:58][C:48]=2[C:47](=[O:59])[N:46]=1.CCN(C(C)C)C(C)C.CN(C(ON1N=NC2C=CC=NC1=2)=[N+](C)C)C.F[P-](F)(F)(F)(F)F, predict the reaction product. The product is: [F:35][C:36]1[C:41]([F:42])=[CH:40][CH:39]=[CH:38][C:37]=1[CH2:43][CH2:44][C:45]1[N:50]([CH2:51][C:52]([N:17]([CH2:18][C:19]2[CH:20]=[CH:21][C:22]([C:25]3[CH:30]=[CH:29][C:28]([C:31]([F:32])([F:34])[F:33])=[CH:27][CH:26]=3)=[CH:23][CH:24]=2)[CH:14]2[CH2:13][CH2:12][N:11]([C:2]([CH3:1])([CH3:10])[C:3]([O:5][C:6]([CH3:7])([CH3:8])[CH3:9])=[O:4])[CH2:16][CH2:15]2)=[O:53])[C:49]2[N:55]=[CH:56][CH:57]=[CH:58][C:48]=2[C:47](=[O:59])[N:46]=1. (8) Given the reactants [CH3:1][N:2]1[CH2:7][CH2:6][N:5]([C:8]([O:10][C@@H:11]2[N:20]([C:21]3[CH:22]=[CH:23][C:24]([Cl:27])=[CH:25][N:26]=3)[C:18](=[O:19])[C:13]3[N:14]=[CH:15][CH:16]=[N:17][C:12]2=3)=[O:9])[CH2:4][CH2:3]1.[C:28]([OH:35])(=[O:34])/[CH:29]=[CH:30]\[C:31]([OH:33])=[O:32], predict the reaction product. The product is: [CH3:1][N:2]1[CH2:7][CH2:6][N:5]([C:8]([O:10][C@@H:11]2[N:20]([C:21]3[CH:22]=[CH:23][C:24]([Cl:27])=[CH:25][N:26]=3)[C:18](=[O:19])[C:13]3[N:14]=[CH:15][CH:16]=[N:17][C:12]2=3)=[O:9])[CH2:4][CH2:3]1.[C:28]([O-:35])(=[O:34])/[CH:29]=[CH:30]\[C:31]([O-:33])=[O:32]. (9) Given the reactants [C:1]([C:3]1[CH:11]=[CH:10][C:6]([C:7]([OH:9])=[O:8])=[CH:5][CH:4]=1)#[N:2], predict the reaction product. The product is: [NH2:2][CH2:1][C:3]1[CH:4]=[CH:5][C:6]([C:7]([OH:9])=[O:8])=[CH:10][CH:11]=1.